This data is from Forward reaction prediction with 1.9M reactions from USPTO patents (1976-2016). The task is: Predict the product of the given reaction. Given the reactants [CH3:1][N:2]([CH3:24])[CH2:3][CH2:4][CH2:5][N:6]([CH3:23])[S:7]([C:10]1[CH:15]=[CH:14][C:13]([C:16]([F:19])([F:18])[F:17])=[CH:12][C:11]=1[N+:20]([O-])=O)(=[O:9])=[O:8], predict the reaction product. The product is: [NH2:20][C:11]1[CH:12]=[C:13]([C:16]([F:18])([F:17])[F:19])[CH:14]=[CH:15][C:10]=1[S:7]([N:6]([CH2:5][CH2:4][CH2:3][N:2]([CH3:1])[CH3:24])[CH3:23])(=[O:8])=[O:9].